Dataset: Forward reaction prediction with 1.9M reactions from USPTO patents (1976-2016). Task: Predict the product of the given reaction. (1) Given the reactants [CH:1]([N:4]1[CH2:9][CH2:8][N:7]([C:10]([C:12]2[CH:17]=[CH:16][C:15](B(O)O)=[CH:14][CH:13]=2)=[O:11])[CH2:6][CH2:5]1)([CH3:3])[CH3:2].C(=O)([O-])[O-].[Na+].[Na+].N#N.Br[C:30]1[CH:31]=[C:32]([C:36]2[CH:41]=[CH:40][N:39]=[C:38]([C:42]3[CH:47]=[CH:46][CH:45]=[CH:44][N:43]=3)[N:37]=2)[CH:33]=[N:34][CH:35]=1.C(Cl)Cl, predict the reaction product. The product is: [CH:1]([N:4]1[CH2:9][CH2:8][N:7]([C:10]([C:12]2[CH:17]=[CH:16][C:15]([C:30]3[CH:35]=[N:34][CH:33]=[C:32]([C:36]4[CH:41]=[CH:40][N:39]=[C:38]([C:42]5[CH:47]=[CH:46][CH:45]=[CH:44][N:43]=5)[N:37]=4)[CH:31]=3)=[CH:14][CH:13]=2)=[O:11])[CH2:6][CH2:5]1)([CH3:3])[CH3:2]. (2) Given the reactants [Br:1][C:2]1[CH:7]=[CH:6][C:5]([C:8]2[O:9][C:10]([CH3:20])=[C:11]([CH2:13][CH2:14]OS(C)(=O)=O)[N:12]=2)=[CH:4][CH:3]=1.C(=O)([O-])[O-].[K+].[K+].CC1C=CC(S(O)(=O)=O)=CC=1.[F:38][C@@H:39]1[CH2:43][CH2:42][NH:41][CH2:40]1, predict the reaction product. The product is: [Br:1][C:2]1[CH:7]=[CH:6][C:5]([C:8]2[O:9][C:10]([CH3:20])=[C:11]([CH2:13][CH2:14][N:41]3[CH2:42][CH2:43][C@@H:39]([F:38])[CH2:40]3)[N:12]=2)=[CH:4][CH:3]=1. (3) Given the reactants [C:1]([O:5][C:6]([N:8]1[CH2:12][CH2:11][CH2:10][C@H:9]1[C@H:13]([C:17]1[CH:22]=[CH:21][C:20]([Cl:23])=[CH:19][CH:18]=1)[C:14](O)=[O:15])=[O:7])([CH3:4])([CH3:3])[CH3:2].Cl.Cl.[CH3:26][C@H:27]1[C:35]2[C:34]([N:36]3[CH2:41][CH2:40][NH:39][CH2:38][CH2:37]3)=[N:33][CH:32]=[N:31][C:30]=2[C@H:29]([OH:42])[CH2:28]1.C(N(C(C)C)CC)(C)C.CN(C(ON1N=NC2C=CC=CC1=2)=[N+](C)C)C.F[P-](F)(F)(F)(F)F, predict the reaction product. The product is: [Cl:23][C:20]1[CH:19]=[CH:18][C:17]([C@@H:13]([C@@H:9]2[CH2:10][CH2:11][CH2:12][N:8]2[C:6]([O:5][C:1]([CH3:3])([CH3:2])[CH3:4])=[O:7])[C:14]([N:39]2[CH2:40][CH2:41][N:36]([C:34]3[C:35]4[C@H:27]([CH3:26])[CH2:28][C@@H:29]([OH:42])[C:30]=4[N:31]=[CH:32][N:33]=3)[CH2:37][CH2:38]2)=[O:15])=[CH:22][CH:21]=1. (4) Given the reactants [CH3:1][O:2][C:3]1[CH:8]=[CH:7][C:6]([C:9]2[C:17]3[C:16]([O:18][CH2:19][CH2:20][CH2:21][CH2:22][CH2:23][C:24]#[N:25])=[N:15][CH:14]=[N:13][C:12]=3[O:11][C:10]=2[C:26]2[CH:31]=[CH:30][CH:29]=[CH:28][CH:27]=2)=[CH:5][CH:4]=1.C([Sn](=O)CCCC)CCC.C[Si]([N:46]=[N+:47]=[N-:48])(C)C.C(O)CO, predict the reaction product. The product is: [CH3:1][O:2][C:3]1[CH:4]=[CH:5][C:6]([C:9]2[C:17]3[C:16]([O:18][CH2:19][CH2:20][CH2:21][CH2:22][CH2:23][C:24]4[NH:48][N:47]=[N:46][N:25]=4)=[N:15][CH:14]=[N:13][C:12]=3[O:11][C:10]=2[C:26]2[CH:27]=[CH:28][CH:29]=[CH:30][CH:31]=2)=[CH:7][CH:8]=1. (5) Given the reactants Br[C:2]1[S:3][C:4]([CH:7]2[C:12]3[N:13]4[N:18]=[C:17]([CH3:19])[S:16][C:14]4=[N:15][C:11]=3[CH2:10][CH2:9][N:8]2[C:20]([O:22][C:23]([CH3:26])([CH3:25])[CH3:24])=[O:21])=[CH:5][N:6]=1.[NH:27]([CH3:29])[CH3:28].C([O-])([O-])=O.[K+].[K+], predict the reaction product. The product is: [CH3:28][N:27]([CH3:29])[C:2]1[S:3][C:4]([CH:7]2[C:12]3[N:13]4[N:18]=[C:17]([CH3:19])[S:16][C:14]4=[N:15][C:11]=3[CH2:10][CH2:9][N:8]2[C:20]([O:22][C:23]([CH3:25])([CH3:26])[CH3:24])=[O:21])=[CH:5][N:6]=1.